This data is from Forward reaction prediction with 1.9M reactions from USPTO patents (1976-2016). The task is: Predict the product of the given reaction. Given the reactants [CH:1]([C:3]1[CH:4]=[C:5]2[C:9](=[CH:10][CH:11]=1)[NH:8][CH:7]=[CH:6]2)=[CH2:2].[OH-:12].[Na+].OO, predict the reaction product. The product is: [NH:8]1[C:9]2[C:5](=[CH:4][C:3]([CH2:1][CH2:2][OH:12])=[CH:11][CH:10]=2)[CH:6]=[CH:7]1.